Dataset: Full USPTO retrosynthesis dataset with 1.9M reactions from patents (1976-2016). Task: Predict the reactants needed to synthesize the given product. (1) The reactants are: F[C:2]1[C:3]([CH3:22])=[N:4][C:5]2[C:10]([N:11]=1)=[C:9]([C:12]1[NH:20][C:19]3[CH2:18][CH2:17][NH:16][C:15](=[O:21])[C:14]=3[CH:13]=1)[CH:8]=[CH:7][CH:6]=2.[CH2:23]([NH2:27])[CH2:24][CH2:25][CH3:26].CO.C(Cl)Cl. Given the product [CH2:23]([NH:27][C:2]1[C:3]([CH3:22])=[N:4][C:5]2[C:10]([N:11]=1)=[C:9]([C:12]1[NH:20][C:19]3[CH2:18][CH2:17][NH:16][C:15](=[O:21])[C:14]=3[CH:13]=1)[CH:8]=[CH:7][CH:6]=2)[CH2:24][CH2:25][CH3:26], predict the reactants needed to synthesize it. (2) Given the product [C:29]([O:33][C:34]([N:36]1[CH2:39][CH:38]([C:2]2[CH:3]=[C:4]3[C:10]([C:11]([O:13][CH3:14])=[O:12])=[N:9][N:8]([S:15]([C:18]4[CH:23]=[CH:22][C:21]([CH3:24])=[CH:20][CH:19]=4)(=[O:17])=[O:16])[C:5]3=[N:6][CH:7]=2)[CH2:37]1)=[O:35])([CH3:32])([CH3:30])[CH3:31], predict the reactants needed to synthesize it. The reactants are: Br[C:2]1[CH:3]=[C:4]2[C:10]([C:11]([O:13][CH3:14])=[O:12])=[N:9][N:8]([S:15]([C:18]3[CH:23]=[CH:22][C:21]([CH3:24])=[CH:20][CH:19]=3)(=[O:17])=[O:16])[C:5]2=[N:6][CH:7]=1.ClCCl.[I-].[C:29]([O:33][C:34]([N:36]1[CH2:39][CH:38]([Zn+])[CH2:37]1)=[O:35])([CH3:32])([CH3:31])[CH3:30].O. (3) Given the product [NH2:14][CH:6]([CH2:7][C:8]1[CH:13]=[CH:12][CH:11]=[CH:10][CH:9]=1)[CH3:5], predict the reactants needed to synthesize it. The reactants are: C(Cl)CCl.[CH3:5][C@H:6]([NH:14]CCCCN)[CH2:7][C:8]1[CH:13]=[CH:12][CH:11]=[CH:10][CH:9]=1.C(N(C(C)C)CC)(C)C. (4) Given the product [CH3:26][C:24]1[CH:23]=[C:22]([C:27]2[CH:28]=[N:29][C:30]([C:33]([F:35])([F:36])[F:34])=[CH:31][CH:32]=2)[N:21]=[C:20]([C:18]2[CH:17]=[CH:16][N:15]=[C:14]([C:11]3[S:10][C:9]([S:6]([NH2:5])(=[O:8])=[O:7])=[CH:13][CH:12]=3)[CH:19]=2)[N:25]=1, predict the reactants needed to synthesize it. The reactants are: C([NH:5][S:6]([C:9]1[S:10][C:11]([C:14]2[CH:19]=[C:18]([C:20]3[N:25]=[C:24]([CH3:26])[CH:23]=[C:22]([C:27]4[CH:28]=[N:29][C:30]([C:33]([F:36])([F:35])[F:34])=[CH:31][CH:32]=4)[N:21]=3)[CH:17]=[CH:16][N:15]=2)=[CH:12][CH:13]=1)(=[O:8])=[O:7])(C)(C)C.C(O)(C(F)(F)F)=O.